This data is from Forward reaction prediction with 1.9M reactions from USPTO patents (1976-2016). The task is: Predict the product of the given reaction. (1) Given the reactants [NH2:1][C:2]1[N:7]=[C:6]2[N:8]([CH3:21])[N:9]=[C:10]([C:11]3[CH:12]=[C:13]([CH:16]=[CH:17][C:18]=3[O:19][CH3:20])[CH:14]=[O:15])[C:5]2=[CH:4][N:3]=1.CC(=CC)C.Cl([O-])=[O:28].[Na+].P([O-])(O)(O)=O.[Na+], predict the reaction product. The product is: [NH2:1][C:2]1[N:7]=[C:6]2[N:8]([CH3:21])[N:9]=[C:10]([C:11]3[CH:12]=[C:13]([CH:16]=[CH:17][C:18]=3[O:19][CH3:20])[C:14]([OH:28])=[O:15])[C:5]2=[CH:4][N:3]=1. (2) Given the reactants [C:1]([C:3]1[CH:4]=[C:5]([C:13]2[O:17][N:16]=[C:15]([C:18]3[CH:32]=[CH:31][C:21]4[CH2:22][CH2:23][N:24]([CH2:27][C:28]([OH:30])=O)[CH2:25][CH2:26][C:20]=4[CH:19]=3)[N:14]=2)[CH:6]=[CH:7][C:8]=1[O:9][CH:10]([CH3:12])[CH3:11])#[N:2].C(Cl)CCl.C(N1CCOCC1)C.C1C=CC2N(O)N=NC=2C=1.[CH3:55][C:56]([Si:59]([CH3:66])([CH3:65])[O:60][CH2:61][C@H:62]([NH2:64])[CH3:63])([CH3:58])[CH3:57], predict the reaction product. The product is: [C:1]([C:3]1[CH:4]=[C:5]([C:13]2[O:17][N:16]=[C:15]([C:18]3[CH:32]=[CH:31][C:21]4[CH2:22][CH2:23][N:24]([CH2:27][C:28]([NH:64][C@H:62]([CH3:63])[CH2:61][O:60][Si:59]([C:56]([CH3:58])([CH3:57])[CH3:55])([CH3:65])[CH3:66])=[O:30])[CH2:25][CH2:26][C:20]=4[CH:19]=3)[N:14]=2)[CH:6]=[CH:7][C:8]=1[O:9][CH:10]([CH3:12])[CH3:11])#[N:2]. (3) Given the reactants C1C=CC2N(O)N=NC=2C=1.CN(C(ON1N=NC2C=CC=NC1=2)=[N+](C)C)C.F[P-](F)(F)(F)(F)F.CCN(C(C)C)C(C)C.[F:44][C:45]1[CH:50]=[CH:49][C:48]([C:51]2[C:52](=[O:65])[C:53]([C:62](O)=[O:63])=[CH:54][N:55]([CH2:57][C:58]([F:61])([F:60])[F:59])[CH:56]=2)=[CH:47][CH:46]=1.[NH2:66][C:67]1[CH:72]=[CH:71][C:70]([C:73]2[C:74]([NH2:85])=[N:75][CH:76]=[C:77]([C:79]3[CH:80]=[N:81][N:82]([CH3:84])[CH:83]=3)[CH:78]=2)=[CH:69][CH:68]=1, predict the reaction product. The product is: [NH2:85][C:74]1[C:73]([C:70]2[CH:69]=[CH:68][C:67]([NH:66][C:62]([C:53]3[C:52](=[O:65])[C:51]([C:48]4[CH:49]=[CH:50][C:45]([F:44])=[CH:46][CH:47]=4)=[CH:56][N:55]([CH2:57][C:58]([F:61])([F:60])[F:59])[CH:54]=3)=[O:63])=[CH:72][CH:71]=2)=[CH:78][C:77]([C:79]2[CH:80]=[N:81][N:82]([CH3:84])[CH:83]=2)=[CH:76][N:75]=1. (4) Given the reactants [C:1]1([C:10]([OH:12])=O)[CH:2]=[CH:3][N:4]2[C:9]=1[CH:8]=[CH:7][CH:6]=[CH:5]2.CN(C(ON1N=NC2C=CC=NC1=2)=[N+](C)C)C.F[P-](F)(F)(F)(F)F.CCN(C(C)C)C(C)C.[C:46]([NH2:50])([CH3:49])([CH3:48])[CH3:47], predict the reaction product. The product is: [C:46]([NH:50][C:10]([C:1]1[CH:2]=[CH:3][N:4]2[C:9]=1[CH:8]=[CH:7][CH:6]=[CH:5]2)=[O:12])([CH3:49])([CH3:48])[CH3:47]. (5) Given the reactants [CH3:1][O:2][C:3]1[CH:4]=[C:5]([CH:7]=[CH:8][C:9]=1[C:10]1[O:14][CH:13]=[N:12][CH:11]=1)[NH2:6].[NH:15]1[C:23]2[C:18](=[CH:19][CH:20]=[CH:21][CH:22]=2)[C:17]([CH:24]=O)=[CH:16]1, predict the reaction product. The product is: [NH:15]1[C:23]2[C:18](=[CH:19][CH:20]=[CH:21][CH:22]=2)[C:17]([CH2:24][NH:6][C:5]2[CH:7]=[CH:8][C:9]([C:10]3[O:14][CH:13]=[N:12][CH:11]=3)=[C:3]([O:2][CH3:1])[CH:4]=2)=[CH:16]1. (6) Given the reactants [OH:1][C:2]1[CH:3]=[C:4]([CH:6]=[CH:7][C:8]=1[O:9][CH3:10])[NH2:5].[Cl:11][C:12]1[C:13]([F:25])=[C:14]([S:21](Cl)(=[O:23])=[O:22])[C:15]([F:20])=[C:16]([Cl:19])[C:17]=1[F:18], predict the reaction product. The product is: [Cl:11][C:12]1[C:13]([F:25])=[C:14]([S:21]([NH:5][C:4]2[CH:6]=[CH:7][C:8]([O:9][CH3:10])=[C:2]([OH:1])[CH:3]=2)(=[O:23])=[O:22])[C:15]([F:20])=[C:16]([Cl:19])[C:17]=1[F:18]. (7) The product is: [CH2:1]([O:3][C:4]1[C:5]([F:13])=[CH:6][C:7]([CH2:11][O:12][C:15]2[CH:26]=[C:19]3[N:20]([CH3:25])[C@H:21]([CH3:24])[CH2:22][CH2:23][N:18]3[C:17](=[O:27])[N:16]=2)=[CH:8][C:9]=1[F:10])[CH3:2]. Given the reactants [CH2:1]([O:3][C:4]1[C:9]([F:10])=[CH:8][C:7]([CH2:11][OH:12])=[CH:6][C:5]=1[F:13])[CH3:2].Cl[C:15]1[CH:26]=[C:19]2[N:20]([CH3:25])[C@H:21]([CH3:24])[CH2:22][CH2:23][N:18]2[C:17](=[O:27])[N:16]=1, predict the reaction product. (8) Given the reactants [CH3:1][O:2][C:3](=[O:13])[CH2:4][C:5]1[CH:10]=[CH:9][C:8]([CH2:11]Br)=[CH:7][CH:6]=1.[NH:14]1[CH2:18][CH2:17][CH2:16][CH2:15]1.C(=O)([O-])[O-].[K+].[K+].C(=O)([O-])O.[Na+], predict the reaction product. The product is: [CH3:1][O:2][C:3](=[O:13])[CH2:4][C:5]1[CH:10]=[CH:9][C:8]([CH2:11][N:14]2[CH2:18][CH2:17][CH2:16][CH2:15]2)=[CH:7][CH:6]=1.